This data is from Full USPTO retrosynthesis dataset with 1.9M reactions from patents (1976-2016). The task is: Predict the reactants needed to synthesize the given product. (1) Given the product [CH3:1][S:2]([NH:5][C:19]([C:15]1[CH:16]=[C:17]2[C:12](=[CH:13][CH:14]=1)[NH:11][CH:10]([C:22]1[CH:23]=[C:24]([CH:25]=[CH:26][CH:27]=1)[C:28]([NH:29][C:30]1[CH:31]=[CH:32][CH:33]=[CH:34][CH:35]=1)=[O:36])[C:9]([CH3:37])([CH3:8])[CH2:18]2)=[O:20])(=[O:4])=[O:3], predict the reactants needed to synthesize it. The reactants are: [CH3:1][S:2]([NH2:5])(=[O:4])=[O:3].[H-].[Na+].[CH3:8][C:9]1([CH3:37])[CH2:18][C:17]2[C:12](=[CH:13][CH:14]=[C:15]([C:19](O)=[O:20])[CH:16]=2)[NH:11][CH:10]1[C:22]1[CH:27]=[CH:26][CH:25]=[C:24]([C:28](=[O:36])[NH:29][C:30]2[CH:35]=[CH:34][CH:33]=[CH:32][CH:31]=2)[CH:23]=1.C(N1C=CN=C1)(N1C=CN=C1)=O. (2) Given the product [Cl:1][C:2]1[N:7]=[C:6]([Cl:8])[C:5]([CH:9]([OH:10])[CH3:11])=[CH:4][N:3]=1, predict the reactants needed to synthesize it. The reactants are: [Cl:1][C:2]1[N:7]=[C:6]([Cl:8])[C:5]([CH:9]=[O:10])=[CH:4][N:3]=1.[CH3:11][Mg]Br.